Task: Regression. Given two drug SMILES strings and cell line genomic features, predict the synergy score measuring deviation from expected non-interaction effect.. Dataset: NCI-60 drug combinations with 297,098 pairs across 59 cell lines (1) Drug 1: CC1CCC2CC(C(=CC=CC=CC(CC(C(=O)C(C(C(=CC(C(=O)CC(OC(=O)C3CCCCN3C(=O)C(=O)C1(O2)O)C(C)CC4CCC(C(C4)OC)OCCO)C)C)O)OC)C)C)C)OC. Drug 2: C1CCC(C(C1)N)N.C(=O)(C(=O)[O-])[O-].[Pt+4]. Cell line: MCF7. Synergy scores: CSS=39.8, Synergy_ZIP=-11.4, Synergy_Bliss=-2.41, Synergy_Loewe=-0.410, Synergy_HSA=-0.185. (2) Drug 1: CC12CCC(CC1=CCC3C2CCC4(C3CC=C4C5=CN=CC=C5)C)O. Drug 2: C1CN(P(=O)(OC1)NCCCl)CCCl. Cell line: RXF 393. Synergy scores: CSS=17.5, Synergy_ZIP=-1.88, Synergy_Bliss=6.26, Synergy_Loewe=-27.0, Synergy_HSA=6.10. (3) Drug 1: C1=CC(=CC=C1CC(C(=O)O)N)N(CCCl)CCCl.Cl. Drug 2: CCC1(CC2CC(C3=C(CCN(C2)C1)C4=CC=CC=C4N3)(C5=C(C=C6C(=C5)C78CCN9C7C(C=CC9)(C(C(C8N6C)(C(=O)OC)O)OC(=O)C)CC)OC)C(=O)OC)O.OS(=O)(=O)O. Cell line: EKVX. Synergy scores: CSS=9.39, Synergy_ZIP=-4.66, Synergy_Bliss=-3.54, Synergy_Loewe=-25.3, Synergy_HSA=-4.21. (4) Drug 1: COC1=CC(=CC(=C1O)OC)C2C3C(COC3=O)C(C4=CC5=C(C=C24)OCO5)OC6C(C(C7C(O6)COC(O7)C8=CC=CS8)O)O. Drug 2: C1CCC(CC1)NC(=O)N(CCCl)N=O. Cell line: HOP-62. Synergy scores: CSS=34.1, Synergy_ZIP=-2.27, Synergy_Bliss=-0.458, Synergy_Loewe=-29.4, Synergy_HSA=-1.23.